Regression. Given two drug SMILES strings and cell line genomic features, predict the synergy score measuring deviation from expected non-interaction effect. From a dataset of NCI-60 drug combinations with 297,098 pairs across 59 cell lines. (1) Drug 1: C1=NC2=C(N=C(N=C2N1C3C(C(C(O3)CO)O)O)F)N. Drug 2: C(CN)CNCCSP(=O)(O)O. Cell line: DU-145. Synergy scores: CSS=14.6, Synergy_ZIP=4.41, Synergy_Bliss=2.08, Synergy_Loewe=2.98, Synergy_HSA=-0.207. (2) Drug 1: C1CC(C1)(C(=O)O)C(=O)O.[NH2-].[NH2-].[Pt+2]. Drug 2: CC1=C2C(C(=O)C3(C(CC4C(C3C(C(C2(C)C)(CC1OC(=O)C(C(C5=CC=CC=C5)NC(=O)C6=CC=CC=C6)O)O)OC(=O)C7=CC=CC=C7)(CO4)OC(=O)C)O)C)OC(=O)C. Cell line: SF-268. Synergy scores: CSS=11.6, Synergy_ZIP=-3.62, Synergy_Bliss=-1.03, Synergy_Loewe=-9.56, Synergy_HSA=-6.62. (3) Drug 1: C1=CC(=CC=C1C#N)C(C2=CC=C(C=C2)C#N)N3C=NC=N3. Drug 2: CC1CCC2CC(C(=CC=CC=CC(CC(C(=O)C(C(C(=CC(C(=O)CC(OC(=O)C3CCCCN3C(=O)C(=O)C1(O2)O)C(C)CC4CCC(C(C4)OC)OCCO)C)C)O)OC)C)C)C)OC. Cell line: NCI-H522. Synergy scores: CSS=-3.42, Synergy_ZIP=0.736, Synergy_Bliss=-0.989, Synergy_Loewe=-9.51, Synergy_HSA=-6.34.